This data is from Full USPTO retrosynthesis dataset with 1.9M reactions from patents (1976-2016). The task is: Predict the reactants needed to synthesize the given product. (1) Given the product [CH2:21]([N:1]1[C:9]2[CH:8]=[CH:7][CH:6]=[C:5]3[CH2:10][CH2:11][N:12]([C:14]([O:16][C:17]([CH3:20])([CH3:19])[CH3:18])=[O:15])[CH2:13][C@H:3]([C:4]=23)[CH2:2]1)[CH3:22], predict the reactants needed to synthesize it. The reactants are: [NH:1]1[C:9]2[CH:8]=[CH:7][CH:6]=[C:5]3[CH2:10][CH2:11][N:12]([C:14]([O:16][C:17]([CH3:20])([CH3:19])[CH3:18])=[O:15])[CH2:13][C@H:3]([C:4]=23)[CH2:2]1.[CH2:21](I)[CH3:22].C(N(CC)CC)C.CC(N(C)C)=O. (2) Given the product [Br:26][C:24]1[N:25]=[C:20]([NH:18][C:15]2([C:10]3[CH:11]=[CH:12][CH:13]=[CH:14][C:9]=3[O:8][CH2:1][C:2]3[CH:3]=[CH:4][CH:5]=[CH:6][CH:7]=3)[CH2:17][CH2:16]2)[C:21](=[O:39])[N:22]([C:27]2[CH:28]=[C:29]([CH:34]=[C:35]([F:38])[C:36]=2[CH3:37])[C:30]([O:32][CH3:33])=[O:31])[CH:23]=1, predict the reactants needed to synthesize it. The reactants are: [CH2:1]([O:8][C:9]1[CH:14]=[CH:13][CH:12]=[CH:11][C:10]=1[C:15]1([NH2:18])[CH2:17][CH2:16]1)[C:2]1[CH:7]=[CH:6][CH:5]=[CH:4][CH:3]=1.Br[C:20]1[C:21](=[O:39])[N:22]([C:27]2[CH:28]=[C:29]([CH:34]=[C:35]([F:38])[C:36]=2[CH3:37])[C:30]([O:32][CH3:33])=[O:31])[CH:23]=[C:24]([Br:26])[N:25]=1.C(N(C(C)C)C(C)C)C. (3) Given the product [C:10]([O:18][CH2:19][C:22]1[C:23]2[N:31]=[C:30]([CH:32]3[CH2:37][CH2:36][C:35]([CH3:39])([CH3:38])[CH2:34][CH2:33]3)[S:29][C:24]=2[N:25]=[C:26]([CH3:28])[N:27]=1)(=[O:17])[C:11]1[CH:16]=[CH:15][CH:14]=[CH:13][CH:12]=1, predict the reactants needed to synthesize it. The reactants are: BrC(Br)C.C[Si](Cl)(C)C.[C:10]([O:18][CH2:19]I)(=[O:17])[C:11]1[CH:16]=[CH:15][CH:14]=[CH:13][CH:12]=1.Cl[C:22]1[C:23]2[N:31]=[C:30]([CH:32]3[CH2:37][CH2:36][C:35]([CH3:39])([CH3:38])[CH2:34][CH2:33]3)[S:29][C:24]=2[N:25]=[C:26]([CH3:28])[N:27]=1. (4) Given the product [OH:1][C@@:2]1([CH2:22][O:23][CH3:24])[CH2:7][CH2:6][CH2:5][CH2:4][C@H:3]1[N:8]1[C:12]([C:13]2[CH:18]=[CH:17][CH:16]=[CH:15][CH:14]=2)=[C:11]([C:19]([N:40]2[CH2:39][CH2:38][N:37]([C:41]([O:43][CH2:44][C:45]3[CH:50]=[CH:49][CH:48]=[CH:47][CH:46]=3)=[O:42])[CH2:36][C@H:35]2[CH2:34][CH2:33][O:26][C:27]2[CH:32]=[CH:31][CH:30]=[CH:29][CH:28]=2)=[O:21])[N:10]=[CH:9]1, predict the reactants needed to synthesize it. The reactants are: [OH:1][C@@:2]1([CH2:22][O:23][CH3:24])[CH2:7][CH2:6][CH2:5][CH2:4][C@H:3]1[N:8]1[C:12]([C:13]2[CH:18]=[CH:17][CH:16]=[CH:15][CH:14]=2)=[C:11]([C:19]([OH:21])=O)[N:10]=[CH:9]1.Cl.[O:26]([CH2:33][CH2:34][C@H:35]1[NH:40][CH2:39][CH2:38][N:37]([C:41]([O:43][CH2:44][C:45]2[CH:50]=[CH:49][CH:48]=[CH:47][CH:46]=2)=[O:42])[CH2:36]1)[C:27]1[CH:32]=[CH:31][CH:30]=[CH:29][CH:28]=1.CCN=C=NCCCN(C)C.Cl.C1C=CC2N(O)N=NC=2C=1.C(=O)([O-])O.[Na+]. (5) Given the product [CH:1]1([N:6]2[CH2:12][C:11]([F:13])([F:14])[C:10](=[O:15])[N:9]([CH3:16])[C:8]3[CH:17]=[N:18][C:19]([NH:21][C:22]4[CH:30]=[CH:29][C:25]([C:26]([NH:48][C:45]5[CH:46]=[CH:47][N:42]=[CH:43][CH:44]=5)=[O:27])=[CH:24][C:23]=4[O:31][CH3:32])=[N:20][C:7]2=3)[CH2:5][CH2:4][CH2:3][CH2:2]1, predict the reactants needed to synthesize it. The reactants are: [CH:1]1([N:6]2[CH2:12][C:11]([F:14])([F:13])[C:10](=[O:15])[N:9]([CH3:16])[C:8]3[CH:17]=[N:18][C:19]([NH:21][C:22]4[CH:30]=[CH:29][C:25]([C:26](O)=[O:27])=[CH:24][C:23]=4[O:31][CH3:32])=[N:20][C:7]2=3)[CH2:5][CH2:4][CH2:3][CH2:2]1.C(N(C(C)C)C(C)C)C.[N:42]1[CH:47]=[CH:46][C:45]([NH2:48])=[CH:44][CH:43]=1. (6) The reactants are: [CH2:1]([O:8][C:9]1[CH:10]=[C:11]2[C:15](=[CH:16][CH:17]=1)[N:14](C(O)=O)[CH:13]=[CH:12]2)[C:2]1[CH:7]=[CH:6][CH:5]=[CH:4][CH:3]=1.Br[C:22]1[CH:23]=[CH:24][C:25]([F:30])=[C:26]([O:28][CH3:29])[CH:27]=1. Given the product [CH2:1]([O:8][C:9]1[CH:10]=[C:11]2[C:15](=[CH:16][CH:17]=1)[NH:14][C:13]([C:22]1[CH:23]=[CH:24][C:25]([F:30])=[C:26]([O:28][CH3:29])[CH:27]=1)=[CH:12]2)[C:2]1[CH:3]=[CH:4][CH:5]=[CH:6][CH:7]=1, predict the reactants needed to synthesize it.